Dataset: Reaction yield outcomes from USPTO patents with 853,638 reactions. Task: Predict the reaction yield, written as a fraction of the theoretical maximum amount of product (1.0 means a 100% yield; for example, 0.34 means a 34% yield). (1) The reactants are F[C:2](F)(F)C(O)=O.[Cl:8][C:9]1[C:10]([F:37])=[C:11]([CH:15]2[C:19]([C:22]3[CH:27]=[CH:26][C:25]([Cl:28])=[CH:24][CH:23]=3)([C:20]#[N:21])[CH:18](CC(C)(C)C)[NH:17][CH:16]2[C:34](O)=[O:35])[CH:12]=[CH:13][CH:14]=1.CC1(C)[O:43][C@@H:42]([CH2:44][CH2:45][NH2:46])[CH2:41][O:40]1.CN(C(ON1N=NC2[CH:59]=[CH:60][CH:61]=NC1=2)=[N+](C)C)C.F[P-](F)(F)(F)(F)F.CCN(C(C)C)C(C)C.Cl. The catalyst is C(Cl)Cl.O1CCCC1. The product is [OH:43][C@H:42]([CH2:41][OH:40])[CH2:44][CH2:45][NH:46][C:34]([CH:16]1[CH:15]([C:11]2[CH:12]=[CH:13][CH:14]=[C:9]([Cl:8])[C:10]=2[F:37])[C:19]([C:22]2[CH:23]=[CH:24][C:25]([Cl:28])=[CH:26][CH:27]=2)([C:20]#[N:21])[CH:18]([C:60]([CH3:59])([CH3:61])[CH3:2])[NH:17]1)=[O:35]. The yield is 0.580. (2) The reactants are [F:1][C:2]1[CH:3]=[CH:4][C:5]([N:8]2[CH2:13][CH2:12][CH:11]([NH:14]C(=O)OC(C)(C)C)[CH2:10][CH2:9]2)=[N:6][CH:7]=1.C1COCC1.CO.[ClH:29]. The catalyst is O1CCOCC1. The product is [ClH:29].[ClH:29].[F:1][C:2]1[CH:3]=[CH:4][C:5]([N:8]2[CH2:13][CH2:12][CH:11]([NH2:14])[CH2:10][CH2:9]2)=[N:6][CH:7]=1. The yield is 0.960.